This data is from Catalyst prediction with 721,799 reactions and 888 catalyst types from USPTO. The task is: Predict which catalyst facilitates the given reaction. (1) Reactant: [CH3:1][O:2][C:3]1[CH:4]=[C:5]2[C:10](=[CH:11][C:12]=1[O:13][CH3:14])[N:9]=[CH:8][N:7]=[C:6]2[S:15][C:16]1[CH:17]=[C:18]([CH:20]=[CH:21][CH:22]=1)[NH2:19].[CH:23]([C:26]1[CH:30]=[C:29]([NH:31][C:32](=O)[O:33]C2C=CC=CC=2)[N:28]([C:41]2[CH:46]=[CH:45][C:44]([O:47][CH3:48])=[CH:43][CH:42]=2)[N:27]=1)([CH3:25])[CH3:24]. Product: [CH3:1][O:2][C:3]1[CH:4]=[C:5]2[C:10](=[CH:11][C:12]=1[O:13][CH3:14])[N:9]=[CH:8][N:7]=[C:6]2[S:15][C:16]1[CH:17]=[C:18]([NH:19][C:32]([NH:31][C:29]2[N:28]([C:41]3[CH:46]=[CH:45][C:44]([O:47][CH3:48])=[CH:43][CH:42]=3)[N:27]=[C:26]([CH:23]([CH3:25])[CH3:24])[CH:30]=2)=[O:33])[CH:20]=[CH:21][CH:22]=1. The catalyst class is: 230. (2) Reactant: [Na:1].Cl[P:3]([C:10]1[CH:15]=[CH:14][CH:13]=[CH:12][CH:11]=1)[C:4]1[CH:9]=[CH:8][CH:7]=[CH:6][CH:5]=1. Product: [Na:1].[C:10]1([PH:3][C:4]2[CH:5]=[CH:6][CH:7]=[CH:8][CH:9]=2)[CH:11]=[CH:12][CH:13]=[CH:14][CH:15]=1. The catalyst class is: 504. (3) Reactant: O[C:2]1([C:14]2[CH:19]=[CH:18][CH:17]=[CH:16][C:15]=2[O:20][CH3:21])[C:10]2[C:5](=[CH:6][CH:7]=[C:8]([C:11]#[N:12])[CH:9]=2)[NH:4][C:3]1=[O:13].N1C=CC=CC=1.O=S(Cl)[Cl:30]. Product: [Cl:30][C:2]1([C:14]2[CH:19]=[CH:18][CH:17]=[CH:16][C:15]=2[O:20][CH3:21])[C:10]2[C:5](=[CH:6][CH:7]=[C:8]([C:11]#[N:12])[CH:9]=2)[NH:4][C:3]1=[O:13]. The catalyst class is: 2. (4) Reactant: Br[C:2]1[CH:22]=[CH:21][C:5]([C:6]([CH:8]2[CH2:13][CH2:12][N:11]([C:14]([O:16][C:17]([CH3:20])([CH3:19])[CH3:18])=[O:15])[CH2:10][CH2:9]2)=[O:7])=[CH:4][CH:3]=1.CC1(C)C(C)(C)OB([C:31]2[CH:32]=[CH:33][C:34]3[N:35]([C:37]([C:40]4[CH:47]=[CH:46][C:43]([C:44]#[N:45])=[CH:42][CH:41]=4)=[CH:38][N:39]=3)[CH:36]=2)O1.[O-]P([O-])([O-])=O.[K+].[K+].[K+]. Product: [C:44]([C:43]1[CH:42]=[CH:41][C:40]([C:37]2[N:35]3[CH:36]=[C:31]([C:2]4[CH:22]=[CH:21][C:5]([C:6]([CH:8]5[CH2:13][CH2:12][N:11]([C:14]([O:16][C:17]([CH3:20])([CH3:19])[CH3:18])=[O:15])[CH2:10][CH2:9]5)=[O:7])=[CH:4][CH:3]=4)[CH:32]=[CH:33][C:34]3=[N:39][CH:38]=2)=[CH:47][CH:46]=1)#[N:45]. The catalyst class is: 70. (5) Reactant: C([O:8][C:9]1[C:13]([O:14]CC2C=CC=CC=2)=[C:12]([C:22](=[O:26])[N:23]([CH3:25])[CH3:24])[N:11]([C:27]2[CH:32]=[CH:31][C:30]([O:33][CH3:34])=[CH:29][CH:28]=2)[C:10]=1[C:35]([O:37][CH:38]1[CH:43]([CH3:44])[CH2:42][CH2:41][CH2:40][CH:39]1[CH3:45])=[O:36])C1C=CC=CC=1. Product: [CH3:25][N:23]([CH3:24])[C:22]([C:12]1[N:11]([C:27]2[CH:32]=[CH:31][C:30]([O:33][CH3:34])=[CH:29][CH:28]=2)[C:10]([C:35]([O:37][CH:38]2[CH:43]([CH3:44])[CH2:42][CH2:41][CH2:40][CH:39]2[CH3:45])=[O:36])=[C:9]([OH:8])[C:13]=1[OH:14])=[O:26]. The catalyst class is: 19.